This data is from Full USPTO retrosynthesis dataset with 1.9M reactions from patents (1976-2016). The task is: Predict the reactants needed to synthesize the given product. (1) Given the product [CH3:1][O:2][C:3](=[O:29])[CH2:4][C@H:5]1[C:9]2[CH:10]=[CH:11][C:12]([O:14][C@H:15]3[C:23]4[C:18](=[C:19]([CH2:36][N:30]5[CH2:35][CH2:34][CH2:33][CH2:32][CH2:31]5)[C:20]([C:24]([F:27])([F:26])[F:25])=[CH:21][CH:22]=4)[CH2:17][CH2:16]3)=[CH:13][C:8]=2[O:7][CH2:6]1, predict the reactants needed to synthesize it. The reactants are: [CH3:1][O:2][C:3](=[O:29])[CH2:4][C@H:5]1[C:9]2[CH:10]=[CH:11][C:12]([O:14][C@H:15]3[C:23]4[C:18](=[C:19](Br)[C:20]([C:24]([F:27])([F:26])[F:25])=[CH:21][CH:22]=4)[CH2:17][CH2:16]3)=[CH:13][C:8]=2[O:7][CH2:6]1.[N:30]1([CH2:36][B-](F)(F)F)[CH2:35][CH2:34][CH2:33][CH2:32][CH2:31]1.[K+]. (2) Given the product [OH:8][C:9]1[CH:10]=[C:11]2[C:15](=[CH:16][CH:17]=1)[N:14]([CH2:18][C:19]([O:21][C:22]([CH3:24])([CH3:23])[CH3:25])=[O:20])[N:13]=[C:12]2[I:26], predict the reactants needed to synthesize it. The reactants are: [Si]([O:8][C:9]1[CH:10]=[C:11]2[C:15](=[CH:16][CH:17]=1)[N:14]([CH2:18][C:19]([O:21][C:22]([CH3:25])([CH3:24])[CH3:23])=[O:20])[N:13]=[C:12]2[I:26])(C(C)(C)C)(C)C.CCCC[N+](CCCC)(CCCC)CCCC.[F-].